This data is from CYP2D6 substrate classification data from Carbon-Mangels et al.. The task is: Regression/Classification. Given a drug SMILES string, predict its absorption, distribution, metabolism, or excretion properties. Task type varies by dataset: regression for continuous measurements (e.g., permeability, clearance, half-life) or binary classification for categorical outcomes (e.g., BBB penetration, CYP inhibition). Dataset: cyp2d6_substrate_carbonmangels. (1) The molecule is CN1C(=O)[C@H](O)N=C(c2ccccc2)c2cc(Cl)ccc21. The result is 0 (non-substrate). (2) The molecule is ClC(Cl)Cl. The result is 1 (substrate). (3) The molecule is NN=O. The result is 0 (non-substrate). (4) The compound is COc1ncnc(NS(=O)(=O)c2ccc(N)cc2)c1OC. The result is 0 (non-substrate).